Dataset: Forward reaction prediction with 1.9M reactions from USPTO patents (1976-2016). Task: Predict the product of the given reaction. (1) Given the reactants [F:1][C:2]1[CH:3]=[CH:4][C:5]([O:10][C:11]2[CH:20]=[CH:19][C:14]3[C:15]([CH3:18])=[N:16][O:17][C:13]=3[CH:12]=2)=[C:6]([CH:9]=1)[C:7]#[N:8].[H-].[Al+3].[Li+].[H-].[H-].[H-], predict the reaction product. The product is: [F:1][C:2]1[CH:3]=[CH:4][C:5]([O:10][C:11]2[CH:20]=[CH:19][C:14]3[C:15]([CH3:18])=[N:16][O:17][C:13]=3[CH:12]=2)=[C:6]([CH:9]=1)[CH2:7][NH2:8]. (2) The product is: [CH3:1][C:2]1([CH3:15])[CH2:11][CH2:10][C:9]2[C:4](=[CH:5][CH:6]=[C:7]([OH:12])[CH:8]=2)[C:3]1=[O:14]. Given the reactants [CH3:1][C:2]1([CH3:15])[CH2:11][CH2:10][C:9]2[C:4](=[CH:5][CH:6]=[C:7]([O:12]C)[CH:8]=2)[C:3]1=[O:14].Br, predict the reaction product. (3) The product is: [C:1]([C:4]1[CH:9]=[CH:8][C:7]([CH2:20][C:19]([O:22][CH2:23][CH3:24])=[O:21])=[CH:6][CH:5]=1)(=[O:3])[CH3:2]. Given the reactants [C:1]([C:4]1[CH:9]=[CH:8][C:7](B(O)O)=[CH:6][CH:5]=1)(=[O:3])[CH3:2].CCCCCC.[C:19]([O:22][CH2:23][CH3:24])(=[O:21])[CH3:20], predict the reaction product.